From a dataset of NCI-60 drug combinations with 297,098 pairs across 59 cell lines. Regression. Given two drug SMILES strings and cell line genomic features, predict the synergy score measuring deviation from expected non-interaction effect. (1) Drug 1: CC1=C2C(C(=O)C3(C(CC4C(C3C(C(C2(C)C)(CC1OC(=O)C(C(C5=CC=CC=C5)NC(=O)OC(C)(C)C)O)O)OC(=O)C6=CC=CC=C6)(CO4)OC(=O)C)OC)C)OC. Drug 2: CC1C(C(CC(O1)OC2CC(OC(C2O)C)OC3=CC4=CC5=C(C(=O)C(C(C5)C(C(=O)C(C(C)O)O)OC)OC6CC(C(C(O6)C)O)OC7CC(C(C(O7)C)O)OC8CC(C(C(O8)C)O)(C)O)C(=C4C(=C3C)O)O)O)O. Cell line: UACC62. Synergy scores: CSS=43.4, Synergy_ZIP=9.59, Synergy_Bliss=10.6, Synergy_Loewe=-9.23, Synergy_HSA=11.4. (2) Drug 1: C1=CC(=C2C(=C1NCCNCCO)C(=O)C3=C(C=CC(=C3C2=O)O)O)NCCNCCO. Drug 2: CCC(=C(C1=CC=CC=C1)C2=CC=C(C=C2)OCCN(C)C)C3=CC=CC=C3.C(C(=O)O)C(CC(=O)O)(C(=O)O)O. Cell line: RPMI-8226. Synergy scores: CSS=49.4, Synergy_ZIP=7.49, Synergy_Bliss=7.99, Synergy_Loewe=-25.1, Synergy_HSA=4.88. (3) Drug 1: COC1=NC(=NC2=C1N=CN2C3C(C(C(O3)CO)O)O)N. Drug 2: CC12CCC3C(C1CCC2OP(=O)(O)O)CCC4=C3C=CC(=C4)OC(=O)N(CCCl)CCCl.[Na+]. Cell line: MALME-3M. Synergy scores: CSS=2.50, Synergy_ZIP=-3.15, Synergy_Bliss=-3.83, Synergy_Loewe=-4.29, Synergy_HSA=-4.68. (4) Drug 1: C1CCC(CC1)NC(=O)N(CCCl)N=O. Drug 2: CC1CCC2CC(C(=CC=CC=CC(CC(C(=O)C(C(C(=CC(C(=O)CC(OC(=O)C3CCCCN3C(=O)C(=O)C1(O2)O)C(C)CC4CCC(C(C4)OC)O)C)C)O)OC)C)C)C)OC. Cell line: SK-OV-3. Synergy scores: CSS=10.4, Synergy_ZIP=-8.45, Synergy_Bliss=-15.4, Synergy_Loewe=-19.1, Synergy_HSA=-12.3. (5) Drug 1: CS(=O)(=O)OCCCCOS(=O)(=O)C. Drug 2: C1CC(=O)NC(=O)C1N2C(=O)C3=CC=CC=C3C2=O. Cell line: HS 578T. Synergy scores: CSS=14.9, Synergy_ZIP=-2.19, Synergy_Bliss=1.96, Synergy_Loewe=2.68, Synergy_HSA=1.27. (6) Drug 1: CC12CCC3C(C1CCC2=O)CC(=C)C4=CC(=O)C=CC34C. Drug 2: C1=CN(C(=O)N=C1N)C2C(C(C(O2)CO)O)O.Cl. Cell line: HS 578T. Synergy scores: CSS=49.2, Synergy_ZIP=6.49, Synergy_Bliss=7.90, Synergy_Loewe=-0.623, Synergy_HSA=9.03.